From a dataset of Full USPTO retrosynthesis dataset with 1.9M reactions from patents (1976-2016). Predict the reactants needed to synthesize the given product. (1) Given the product [OH:15][C:12]1[CH:13]=[CH:14][C:9]([O:8][C:3]([CH3:7])([CH2:2][CH3:1])[C:4]([O:6][CH3:24])=[O:5])=[CH:10][CH:11]=1, predict the reactants needed to synthesize it. The reactants are: [CH3:1][CH:2](C)[C:3]([O:8][C:9]1[CH:14]=[CH:13][C:12]([O:15]CC2C=CC=CC=2)=[CH:11][CH:10]=1)([CH3:7])[C:4]([O-:6])=[O:5].[CH3:24]O. (2) The reactants are: [C:1]([O:4][C:5]1[CH:13]=[CH:12][CH:11]=[C:10]2[C:6]=1[CH:7]=[C:8]([C:15](=[O:34])[NH:16][C:17]1[CH:22]=[CH:21][C:20](B3OC(C)(C)C(C)(C)O3)=[CH:19][C:18]=1[O:32][CH3:33])[N:9]2[CH3:14])(=[O:3])[CH3:2].Br[C:36]1[N:37]=[C:38]([C@H:46]2[CH2:51][CH2:50][C@H:49]([N:52]3[CH2:57][CH2:56][N:55]([CH3:58])[CH2:54][CH2:53]3)[CH2:48][CH2:47]2)[N:39]2[CH:44]=[CH:43][N:42]=[C:41]([CH3:45])[C:40]=12. Given the product [C:1]([O:4][C:5]1[CH:13]=[CH:12][CH:11]=[C:10]2[C:6]=1[CH:7]=[C:8]([C:15](=[O:34])[NH:16][C:17]1[CH:22]=[CH:21][C:20]([C:36]3[N:37]=[C:38]([C@H:46]4[CH2:47][CH2:48][C@H:49]([N:52]5[CH2:53][CH2:54][N:55]([CH3:58])[CH2:56][CH2:57]5)[CH2:50][CH2:51]4)[N:39]4[CH:44]=[CH:43][N:42]=[C:41]([CH3:45])[C:40]=34)=[CH:19][C:18]=1[O:32][CH3:33])[N:9]2[CH3:14])(=[O:3])[CH3:2], predict the reactants needed to synthesize it. (3) Given the product [CH2:20]([O:19][C:17](=[O:18])[C:16]([OH:22])=[CH:14][C:13](=[O:15])[C:10]1[CH:11]=[CH:12][C:7]([C:2]2[CH:3]=[CH:4][CH:5]=[CH:6][N:1]=2)=[CH:8][CH:9]=1)[CH3:21], predict the reactants needed to synthesize it. The reactants are: [N:1]1[CH:6]=[CH:5][CH:4]=[CH:3][C:2]=1[C:7]1[CH:12]=[CH:11][C:10]([C:13](=[O:15])[CH3:14])=[CH:9][CH:8]=1.[C:16](OCC)(=[O:22])[C:17]([O:19][CH2:20][CH3:21])=[O:18]. (4) Given the product [NH2:20][C:21]1[C:30]2[N:31]=[C:32]([CH2:43][O:8][N:9]3[C:10](=[O:19])[C:11]4[C:12](=[CH:15][CH:16]=[CH:17][CH:18]=4)[C:13]3=[O:14])[N:33]([CH2:34][CH2:35][CH2:36][NH:37][C:38](=[O:42])[CH:39]([CH3:41])[CH3:40])[C:29]=2[C:28]2[N:27]=[CH:26][CH:25]=[CH:24][C:23]=2[N:22]=1, predict the reactants needed to synthesize it. The reactants are: C(N(CC)CC)C.[OH:8][N:9]1[C:13](=[O:14])[C:12]2=[CH:15][CH:16]=[CH:17][CH:18]=[C:11]2[C:10]1=[O:19].[NH2:20][C:21]1[C:30]2[N:31]=[C:32]([CH2:43]Cl)[N:33]([CH2:34][CH2:35][CH2:36][NH:37][C:38](=[O:42])[CH:39]([CH3:41])[CH3:40])[C:29]=2[C:28]2[N:27]=[CH:26][CH:25]=[CH:24][C:23]=2[N:22]=1. (5) Given the product [CH3:10][O:9][C:7](=[O:8])[C:6]1[CH:11]=[C:2]([O:1][C:35]2[CH:34]=[CH:33][C:32]([N+:38]([O-:40])=[O:39])=[C:31]([N:30]([CH2:23][C:24]3[CH:29]=[CH:28][CH:27]=[CH:26][CH:25]=3)[CH3:41])[CH:36]=2)[CH:3]=[CH:4][C:5]=1[NH:12][S:13]([C:16]1[CH:21]=[CH:20][C:19]([CH3:22])=[CH:18][CH:17]=1)(=[O:15])=[O:14], predict the reactants needed to synthesize it. The reactants are: [OH:1][C:2]1[CH:3]=[CH:4][C:5]([NH:12][S:13]([C:16]2[CH:21]=[CH:20][C:19]([CH3:22])=[CH:18][CH:17]=2)(=[O:15])=[O:14])=[C:6]([CH:11]=1)[C:7]([O:9][CH3:10])=[O:8].[CH2:23]([N:30]([CH3:41])[C:31]1[CH:36]=[C:35](F)[CH:34]=[CH:33][C:32]=1[N+:38]([O-:40])=[O:39])[C:24]1[CH:29]=[CH:28][CH:27]=[CH:26][CH:25]=1.C(=O)([O-])[O-].[K+].[K+]. (6) The reactants are: C1(N(CCO)C(C2C(OCC3C=CC=CC=3)=C(O)N=C(CC3(C4C=CC=CC=4)CCCC3)N=2)=O)CC1.[Si]([O:44][CH2:45][CH2:46][N:47]([CH2:77][CH:78]1[CH2:80][CH2:79]1)[C:48]([C:50]1[C:55]([O:56][CH2:57][C:58]2[CH:63]=[CH:62][CH:61]=[CH:60][CH:59]=2)=[C:54]([OH:64])[N:53]=[C:52]([CH2:65][C:66]2([C:71]3[CH:76]=[CH:75][CH:74]=[CH:73][CH:72]=3)[CH2:70][CH2:69][CH2:68][CH2:67]2)[N:51]=1)=[O:49])(C(C)(C)C)(C)C.C(OC1C(C(O)=O)=NC(CC2(C3C=CC=CC=3)CCCC2)=NC=1O)C1C=CC=CC=1. Given the product [CH:78]1([CH2:77][N:47]([CH2:46][CH2:45][OH:44])[C:48]([C:50]2[C:55]([O:56][CH2:57][C:58]3[CH:59]=[CH:60][CH:61]=[CH:62][CH:63]=3)=[C:54]([OH:64])[N:53]=[C:52]([CH2:65][C:66]3([C:71]4[CH:72]=[CH:73][CH:74]=[CH:75][CH:76]=4)[CH2:70][CH2:69][CH2:68][CH2:67]3)[N:51]=2)=[O:49])[CH2:80][CH2:79]1, predict the reactants needed to synthesize it. (7) The reactants are: [F:1][C:2]1[CH:3]=[C:4]2[C:9](=[CH:10][CH:11]=1)[CH2:8][N:7]([CH2:12][CH2:13][NH2:14])[CH:6]([CH2:15][C:16]1[CH:21]=[CH:20][C:19]([F:22])=[CH:18][CH:17]=1)[CH2:5]2.[CH2:23]([C:25]1[CH:30]=[C:29]([CH2:31]OS(C)(=O)=O)[CH:28]=[CH:27][N:26]=1)[CH3:24].C(=O)([O-])[O-].[K+].[K+]. Given the product [CH2:23]([C:25]1[CH:30]=[C:29]([CH2:31][NH:14][CH2:13][CH2:12][N:7]2[CH:6]([CH2:15][C:16]3[CH:17]=[CH:18][C:19]([F:22])=[CH:20][CH:21]=3)[CH2:5][C:4]3[C:9](=[CH:10][CH:11]=[C:2]([F:1])[CH:3]=3)[CH2:8]2)[CH:28]=[CH:27][N:26]=1)[CH3:24], predict the reactants needed to synthesize it.